This data is from Forward reaction prediction with 1.9M reactions from USPTO patents (1976-2016). The task is: Predict the product of the given reaction. (1) Given the reactants [C:1]([Br:5])(Br)(Br)[Br:2].C1(P(C2C=CC=CC=2)C2C=CC=CC=2)C=CC=CC=1.[C:25]([O:29][C:30]([N:32]1[CH2:37][CH2:36][CH:35]([CH:38]=O)[CH2:34][CH2:33]1)=[O:31])([CH3:28])([CH3:27])[CH3:26].CCOCC, predict the reaction product. The product is: [C:25]([O:29][C:30]([N:32]1[CH2:37][CH2:36][CH:35]([CH:38]=[C:1]([Br:5])[Br:2])[CH2:34][CH2:33]1)=[O:31])([CH3:28])([CH3:26])[CH3:27]. (2) Given the reactants [F:1][C:2]1[C:11]2[C:6](=[CH:7][CH:8]=[CH:9][CH:10]=2)[C:5]([C:12]([OH:14])=O)=[CH:4][CH:3]=1.Cl.C(N=C=NCCCN(C)C)C.O.ON1C2C=CC=CC=2N=N1.[NH2:38][CH:39]([CH2:49][C:50]1[CH:55]=[CH:54][C:53]([C:56]([F:62])([F:61])[C:57]([CH3:60])([CH3:59])[CH3:58])=[CH:52][CH:51]=1)[CH:40]([C:42]1[CH:47]=[CH:46][CH:45]=[C:44]([Cl:48])[CH:43]=1)[OH:41], predict the reaction product. The product is: [Cl:48][C:44]1[CH:43]=[C:42]([CH:40]([OH:41])[CH:39]([NH:38][C:12]([C:5]2[C:6]3[C:11](=[CH:10][CH:9]=[CH:8][CH:7]=3)[C:2]([F:1])=[CH:3][CH:4]=2)=[O:14])[CH2:49][C:50]2[CH:55]=[CH:54][C:53]([C:56]([F:62])([F:61])[C:57]([CH3:60])([CH3:58])[CH3:59])=[CH:52][CH:51]=2)[CH:47]=[CH:46][CH:45]=1. (3) Given the reactants ClCl.O.C(Cl)Cl.ClCl.[Cl:9][C:10]([Cl:13])([Cl:12])[Cl:11], predict the reaction product. The product is: [CH:10]([Cl:12])([Cl:11])[Cl:9].[Cl:9][C:10]([Cl:13])([Cl:12])[Cl:11]. (4) Given the reactants [Br:1][C:2]1[CH:7]=[C:6]2[NH:8][C:9](=[O:45])[C:10]3([CH:15]([C:16]4[CH:21]=[C:20]([Cl:22])[CH:19]=[CH:18][C:17]=4[O:23][C:24]([CH2:34][CH3:35])([C:27]([NH:29][S:30]([CH3:33])(=[O:32])=[O:31])=[O:28])[CH2:25][CH3:26])[CH2:14][C:13](=[O:36])[NH:12][CH:11]3[C:37]3[CH:42]=[C:41]([Cl:43])[CH:40]=[CH:39][C:38]=3[CH3:44])[C:5]2=[CH:4][CH:3]=1.[C:46](OC(=O)C)(=[O:48])[CH3:47], predict the reaction product. The product is: [C:46]([N:8]1[C:6]2[C:5](=[CH:4][CH:3]=[C:2]([Br:1])[CH:7]=2)[C:10]2([CH:15]([C:16]3[CH:21]=[C:20]([Cl:22])[CH:19]=[CH:18][C:17]=3[O:23][C:24]([CH2:34][CH3:35])([C:27]([NH:29][S:30]([CH3:33])(=[O:32])=[O:31])=[O:28])[CH2:25][CH3:26])[CH2:14][C:13](=[O:36])[NH:12][CH:11]2[C:37]2[CH:42]=[C:41]([Cl:43])[CH:40]=[CH:39][C:38]=2[CH3:44])[C:9]1=[O:45])(=[O:48])[CH3:47]. (5) Given the reactants Br[CH2:2][CH2:3][N:4]1[C:28](=[O:29])[N:7]2[CH:8]([C:21]3[CH:26]=[CH:25][CH:24]=[C:23]([OH:27])[CH:22]=3)[C:9]3[NH:10][C:11]4[C:16]([C:17]=3[CH2:18][C:6]2([CH3:30])[C:5]1=[O:31])=[CH:15][C:14]([O:19][CH3:20])=[CH:13][CH:12]=4.[CH:32]([NH2:35])([CH3:34])[CH3:33], predict the reaction product. The product is: [OH:27][C:23]1[CH:22]=[C:21]([CH:8]2[C:9]3[NH:10][C:11]4[C:16](=[CH:15][C:14]([O:19][CH3:20])=[CH:13][CH:12]=4)[C:17]=3[CH2:18][C:6]3([CH3:30])[C:5](=[O:31])[N:4]([CH2:3][CH2:2][NH:35][CH:32]([CH3:34])[CH3:33])[C:28](=[O:29])[N:7]23)[CH:26]=[CH:25][CH:24]=1. (6) Given the reactants [CH2:1]=[C:2]1[CH2:6][N:5](C(OC(C)(C)C)=O)[C@H:4]([C:14]([O:16][CH3:17])=[O:15])[CH2:3]1.[ClH:18], predict the reaction product. The product is: [CH2:1]=[C:2]1[CH2:6][NH:5][C@H:4]([C:14]([O:16][CH3:17])=[O:15])[CH2:3]1.[ClH:18].